From a dataset of Reaction yield outcomes from USPTO patents with 853,638 reactions. Predict the reaction yield, written as a fraction of the theoretical maximum amount of product (1.0 means a 100% yield; for example, 0.34 means a 34% yield). (1) The reactants are [NH2:1][C:2]1[CH:3]=[C:4]([C:8]2[C:16]3[C:11](=[CH:12][CH:13]=[C:14](C#N)[CH:15]=3)[N:10]([CH:19]3[CH2:24][CH2:23][CH2:22][CH2:21][O:20]3)[N:9]=2)[CH:5]=[CH:6][CH:7]=1.[CH3:25][O:26][CH2:27][CH2:28][C:29]([OH:31])=O.Cl.[CH3:33][N:34](C)CCCN=C=NCC. The catalyst is ClCCl. The product is [C:33]([CH:22]1[CH2:21][O:20][CH:19]([N:10]2[C:11]3[C:16](=[CH:15][CH:14]=[CH:13][CH:12]=3)[C:8]([C:4]3[CH:3]=[C:2]([NH:1][C:29](=[O:31])[CH2:28][CH2:27][O:26][CH3:25])[CH:7]=[CH:6][CH:5]=3)=[N:9]2)[CH2:24][CH2:23]1)#[N:34]. The yield is 1.00. (2) The product is [CH3:31][C:32]([CH3:63])([CH2:37][CH2:38][C:39]1[S:40][C:41]([C:44]2[CH:49]=[CH:48][C:47]([NH:50][C:51]([NH:53][C:54]3[CH:59]=[C:58]([F:60])[C:57]([F:61])=[C:56]([F:62])[CH:55]=3)=[O:52])=[CH:46][CH:45]=2)=[CH:42][N:43]=1)[C:33]([OH:35])=[O:34]. No catalyst specified. The yield is 0.900. The reactants are FC(F)(F)C1C=C(NC(=O)NC2C=CC(C3SC(CCC(O)=O)=NC=3)=CC=2)C=CC=1.[CH3:31][C:32]([CH3:63])([CH2:37][CH2:38][C:39]1[S:40][C:41]([C:44]2[CH:49]=[CH:48][C:47]([NH:50][C:51]([NH:53][C:54]3[CH:59]=[C:58]([F:60])[C:57]([F:61])=[C:56]([F:62])[CH:55]=3)=[O:52])=[CH:46][CH:45]=2)=[CH:42][N:43]=1)[C:33]([O:35]C)=[O:34]. (3) The reactants are [CH3:1][C:2]1[N:29]=[C:5]2[NH:6][C:7](=[O:28])[C:8]([CH2:13][C:14]3[CH:19]=[CH:18][C:17]([C:20]4[C:21]([C:26]#[N:27])=[CH:22][CH:23]=[CH:24][CH:25]=4)=[CH:16][CH:15]=3)=[C:9]([CH2:10][CH2:11][CH3:12])[N:4]2[N:3]=1.[H-].[Na+].CN(C)C=O.Cl[CH2:38][C:39](=[O:41])[CH3:40]. The catalyst is C(OCC)(=O)C. The product is [CH3:1][C:2]1[N:29]=[C:5]2[N:6]([CH2:38][C:39](=[O:41])[CH3:40])[C:7](=[O:28])[C:8]([CH2:13][C:14]3[CH:19]=[CH:18][C:17]([C:20]4[C:21]([C:26]#[N:27])=[CH:22][CH:23]=[CH:24][CH:25]=4)=[CH:16][CH:15]=3)=[C:9]([CH2:10][CH2:11][CH3:12])[N:4]2[N:3]=1. The yield is 0.140. (4) The reactants are [C:1]([C:3]1[CH:4]=[C:5]([OH:9])[CH:6]=[CH:7][CH:8]=1)#[CH:2].Br[CH2:11][CH:12]1[CH2:14][CH2:13]1.[I-].[Na+].C([O-])([O-])=O.[Cs+].[Cs+]. The catalyst is CC(C)=O.CCOCC. The product is [CH:12]1([CH2:11][O:9][C:5]2[CH:6]=[CH:7][CH:8]=[C:3]([C:1]#[CH:2])[CH:4]=2)[CH2:14][CH2:13]1. The yield is 0.840.